The task is: Predict the reactants needed to synthesize the given product.. This data is from Full USPTO retrosynthesis dataset with 1.9M reactions from patents (1976-2016). (1) Given the product [OH:39][C:24]1[C:23](=[O:22])[N:12]([C:13]2[N:14]=[N:15][C:16]([CH3:19])=[CH:17][CH:18]=2)[CH:8]([C:7]2[CH:10]=[CH:11][C:4]([CH:1]([CH3:3])[CH3:2])=[CH:5][CH:6]=2)[C:25]=1[C:26](=[O:38])[C:27]1[CH:28]=[CH:29][C:30]([O:33][C:34]([F:36])([F:37])[F:35])=[CH:31][CH:32]=1, predict the reactants needed to synthesize it. The reactants are: [CH:1]([C:4]1[CH:11]=[CH:10][C:7]([CH:8]=O)=[CH:6][CH:5]=1)([CH3:3])[CH3:2].[NH2:12][C:13]1[N:14]=[N:15][C:16]([CH3:19])=[CH:17][CH:18]=1.C([O:22][C:23](=O)[C:24]([OH:39])=[CH:25][C:26](=[O:38])[C:27]1[CH:32]=[CH:31][C:30]([O:33][C:34]([F:37])([F:36])[F:35])=[CH:29][CH:28]=1)C. (2) The reactants are: [Br:1][C:2]1[CH:3]=[N:4][C:5]2[N:6]([N:8]=[C:9]([C:11]([OH:13])=O)[CH:10]=2)[CH:7]=1.[CH3:14][CH:15]1[C:24]2[C:19](=[CH:20][CH:21]=[C:22]([C:25]3[CH:26]=[N:27][CH:28]=[CH:29][CH:30]=3)[CH:23]=2)[CH2:18][CH2:17][NH:16]1. Given the product [Br:1][C:2]1[CH:3]=[N:4][C:5]2[N:6]([N:8]=[C:9]([C:11]([N:16]3[CH2:17][CH2:18][C:19]4[C:24](=[CH:23][C:22]([C:25]5[CH:26]=[N:27][CH:28]=[CH:29][CH:30]=5)=[CH:21][CH:20]=4)[CH:15]3[CH3:14])=[O:13])[CH:10]=2)[CH:7]=1, predict the reactants needed to synthesize it. (3) Given the product [C:7]([C:6]1[C:5]2[CH2:9][CH2:10][CH2:11][CH:12]([C:13]3[CH:18]=[CH:17][CH:16]=[CH:15][CH:14]=3)[C:4]=2[S:3][C:2]=1[NH:1][C:31](=[O:32])[CH:30]([CH2:34][CH3:35])[CH2:28][CH3:29])#[N:8], predict the reactants needed to synthesize it. The reactants are: [NH2:1][C:2]1[S:3][C:4]2[CH:12]([C:13]3[CH:18]=[CH:17][CH:16]=[CH:15][CH:14]=3)[CH2:11][CH2:10][CH2:9][C:5]=2[C:6]=1[C:7]#[N:8].C(N(C(C)C)CC)(C)C.[CH2:28]([CH:30]([CH2:34][CH3:35])[C:31](Cl)=[O:32])[CH3:29]. (4) Given the product [F:1][C:2]1[CH:11]=[C:10]2[C:5]([CH:6]=[C:7]([C:27]3[N:28]=[CH:29][NH:30][CH:31]=3)[C:8](=[O:12])[O:9]2)=[CH:4][CH:3]=1, predict the reactants needed to synthesize it. The reactants are: [F:1][C:2]1[CH:11]=[C:10]2[C:5]([CH:6]=[C:7]([Sn](CCCC)(CCCC)CCCC)[C:8](=[O:12])[O:9]2)=[CH:4][CH:3]=1.I[C:27]1[N:28]=[CH:29][NH:30][CH:31]=1. (5) The reactants are: [CH2:1]([O:8][C:9](=[O:15])[NH:10][C@@H:11]([C:13]#[N:14])[CH3:12])[C:2]1[CH:7]=[CH:6][CH:5]=[CH:4][CH:3]=1.Cl.[NH2:17][OH:18].C(N(CC)CC)C. Given the product [CH2:1]([O:8][C:9](=[O:15])[NH:10][C@H:11]([CH3:12])/[C:13](/[NH2:14])=[N:17]/[OH:18])[C:2]1[CH:7]=[CH:6][CH:5]=[CH:4][CH:3]=1, predict the reactants needed to synthesize it. (6) Given the product [Cl:13][C:14]1[CH:22]=[CH:21][C:20]([O:1][CH2:9][CH:10]([F:12])[F:11])=[C:19]2[C:15]=1[C:16](=[O:37])[N:17]([C:25]1[CH:30]=[CH:29][C:28]([CH2:31][C:32]([O:34][CH2:35][CH3:36])=[O:33])=[CH:27][CH:26]=1)[C:18]2=[O:24], predict the reactants needed to synthesize it. The reactants are: [O:1]([CH2:9][CH:10]([F:12])[F:11])S(C(F)(F)F)(=O)=O.[Cl:13][C:14]1[CH:22]=[CH:21][C:20](O)=[C:19]2[C:15]=1[C:16](=[O:37])[N:17]([C:25]1[CH:30]=[CH:29][C:28]([CH2:31][C:32]([O:34][CH2:35][CH3:36])=[O:33])=[CH:27][CH:26]=1)[C:18]2=[O:24].C([O-])([O-])=O.[Na+].[Na+].O. (7) Given the product [CH2:22]([N:3]([CH2:1][CH3:2])[CH2:4][CH2:5][N:6]1[CH2:11][CH2:10][C:9]2[NH:12][C:13]([CH:19]=[O:20])=[C:14]([C:15]([F:16])([F:18])[F:17])[C:8]=2[C:7]1=[O:21])[CH3:23], predict the reactants needed to synthesize it. The reactants are: [CH2:1]([N:3]([CH2:22][CH3:23])[CH2:4][CH2:5][N:6]1[CH2:11][CH2:10][C:9]2[NH:12][C:13]([CH2:19][OH:20])=[C:14]([C:15]([F:18])([F:17])[F:16])[C:8]=2[C:7]1=[O:21])[CH3:2].O.CC1C=CC(S(O)(=O)=O)=CC=1.I(C1C=CC=CC=1C(O)=O)(=O)=O.